Predict the reactants needed to synthesize the given product. From a dataset of Full USPTO retrosynthesis dataset with 1.9M reactions from patents (1976-2016). (1) Given the product [ClH:34].[ClH:57].[C:1]([NH:5][C:6](=[O:35])[C:7]1[CH:12]=[CH:11][CH:10]=[C:9]([O:13][C:14]2[CH:19]=[CH:18][C:17]([NH:20][C:21]3[C:31]4[CH:30]=[C:29]([CH2:32][NH:42][CH:39]5[CH2:40][CH2:41][O:36][CH2:37][CH2:38]5)[CH2:28][CH2:27][NH:26][C:25]=4[N:24]=[CH:23][N:22]=3)=[CH:16][C:15]=2[Cl:34])[CH:8]=1)([CH3:4])([CH3:2])[CH3:3], predict the reactants needed to synthesize it. The reactants are: [C:1]([NH:5][C:6](=[O:35])[C:7]1[CH:12]=[CH:11][CH:10]=[C:9]([O:13][C:14]2[CH:19]=[CH:18][C:17]([NH:20][C:21]3[C:31]4[CH:30]=[C:29]([CH:32]=O)[CH2:28][CH2:27][NH:26][C:25]=4[N:24]=[CH:23][N:22]=3)=[CH:16][C:15]=2[Cl:34])[CH:8]=1)([CH3:4])([CH3:3])[CH3:2].[O:36]1[CH2:41][CH2:40][CH:39]([NH2:42])[CH2:38][CH2:37]1.C(O[BH-](OC(=O)C)OC(=O)C)(=O)C.[Na+].[ClH:57].C(OCC)(=O)C. (2) Given the product [CH2:1]([C:3]1[CH:7]=[C:6]([CH2:8][CH3:9])[N:5]([CH2:10][C:11]([OH:13])=[O:12])[N:4]=1)[CH3:2], predict the reactants needed to synthesize it. The reactants are: [CH2:1]([C:3]1[CH:7]=[C:6]([CH2:8][CH3:9])[N:5]([CH2:10][C:11]([O:13]CC)=[O:12])[N:4]=1)[CH3:2].[OH-].[Na+]. (3) Given the product [F:13][C:6]1[CH:5]=[C:4]([B:1]([OH:2])[OH:3])[CH:12]=[CH:11][C:7]=1[C:8]([N:38]1[CH2:43][CH2:42][O:41][CH2:40][CH2:39]1)=[O:10], predict the reactants needed to synthesize it. The reactants are: [B:1]([C:4]1[CH:12]=[CH:11][C:7]([C:8]([OH:10])=O)=[C:6]([F:13])[CH:5]=1)([OH:3])[OH:2].CN(C(ON1N=NC2C=CC=NC1=2)=[N+](C)C)C.F[P-](F)(F)(F)(F)F.[NH:38]1[CH2:43][CH2:42][O:41][CH2:40][CH2:39]1.Cl. (4) Given the product [ClH:41].[ClH:44].[Cl:41][C:39]1[CH:40]=[C:35]([C:10]2[CH:11]=[C:12]3[C:7](=[CH:8][CH:9]=2)[N:6]=[CH:5][C:4]([C:1](=[O:3])[CH3:2])=[C:13]3[NH:14][C@H:15]2[CH2:20][CH2:19][C@H:18]([CH2:21][N:22]3[CH2:27][CH2:26][NH:25][CH2:24][CH2:23]3)[CH2:17][CH2:16]2)[CH:36]=[C:37]([Cl:43])[C:38]=1[OH:42], predict the reactants needed to synthesize it. The reactants are: [C:1]([C:4]1[CH:5]=[N:6][C:7]2[C:12]([C:13]=1[NH:14][C@H:15]1[CH2:20][CH2:19][C@H:18]([CH2:21][N:22]3[CH2:27][CH2:26][N:25](C(OC(C)(C)C)=O)[CH2:24][CH2:23]3)[CH2:17][CH2:16]1)=[CH:11][C:10]([C:35]1[CH:40]=[C:39]([Cl:41])[C:38]([OH:42])=[C:37]([Cl:43])[CH:36]=1)=[CH:9][CH:8]=2)(=[O:3])[CH3:2].[ClH:44]. (5) Given the product [OH:12][CH:11]([C:13]1[C:14]([CH3:23])=[C:15]2[C:19](=[CH:20][CH:21]=1)[C:18](=[O:22])[O:17][CH2:16]2)[CH2:10][N:9]1[CH2:8][CH2:7][N:6]([C:24]([O:26][C:27]([CH3:28])([CH3:29])[CH3:30])=[O:25])[CH2:5][CH:4]1[CH2:3][CH2:2][OH:1], predict the reactants needed to synthesize it. The reactants are: [OH:1][CH2:2][CH2:3][CH:4]1[N:9]([CH2:10][C:11]([C:13]2[C:14]([CH3:23])=[C:15]3[C:19](=[CH:20][CH:21]=2)[C:18](=[O:22])[O:17][CH2:16]3)=[O:12])[CH2:8][CH2:7][N:6]([C:24]([O:26][C:27]([CH3:30])([CH3:29])[CH3:28])=[O:25])[CH2:5]1.[BH4-].[Na+]. (6) Given the product [OH:1][C:2]1[C:11]2[C:6](=[CH:7][CH:8]=[CH:9][CH:10]=2)[O:5][C:4](=[O:12])[C:3]=1[CH2:13][C:21]1[CH:20]=[CH:19][CH:18]=[CH:17][C:16]=1[C:15]([OH:22])=[O:14], predict the reactants needed to synthesize it. The reactants are: [OH:1][C:2]1[C:11]2[C:6](=[CH:7][CH:8]=[CH:9][CH:10]=2)[O:5][C:4](=[O:12])[C:3]=1[CH:13]1[C:21]2[C:16](=[CH:17][CH:18]=[CH:19][CH:20]=2)[C:15](=[O:22])[O:14]1. (7) Given the product [CH3:1][O:2][C:3](=[O:20])[C:4]([CH3:21])([CH3:19])[CH2:5][CH:6]1[CH2:11][CH2:10][N:9]([C:12]([O:14][C:15]([CH3:16])([CH3:18])[CH3:17])=[O:13])[CH2:8][CH2:7]1, predict the reactants needed to synthesize it. The reactants are: [CH3:1][O:2][C:3](=[O:20])[CH:4]([CH3:19])[CH2:5][CH:6]1[CH2:11][CH2:10][N:9]([C:12]([O:14][C:15]([CH3:18])([CH3:17])[CH3:16])=[O:13])[CH2:8][CH2:7]1.[CH:21]([N-]C(C)C)(C)C.[Li+].CI.Cl.